The task is: Predict the product of the given reaction.. This data is from Forward reaction prediction with 1.9M reactions from USPTO patents (1976-2016). (1) Given the reactants [CH3:1][C:2]1([CH3:15])[C:14]2[CH:13]=[CH:12][CH:11]=[CH:10][C:9]=2[C:8]2[C:3]1=[CH:4][CH:5]=[CH:6][CH:7]=2.[C:16]1(=[O:26])[O:21][C:19](=[O:20])[C:18]2=[CH:22][CH:23]=[CH:24][CH:25]=[C:17]12.ClCCl.[Cl-].[Al+3].[Cl-].[Cl-], predict the reaction product. The product is: [CH3:1][C:2]1([CH3:15])[C:3]2[CH:4]=[C:5]([C:16]([C:17]3[CH:25]=[CH:24][CH:23]=[CH:22][C:18]=3[C:19]([OH:21])=[O:20])=[O:26])[CH:6]=[CH:7][C:8]=2[C:9]2[C:14]1=[CH:13][CH:12]=[CH:11][CH:10]=2. (2) Given the reactants [NH2:1][C:2]1[CH:10]=[CH:9][C:8]([I:11])=[CH:7][C:3]=1[C:4]([OH:6])=[O:5].C(=O)(O)[O-].[Na+].[Cl:17][C:18]1[CH:23]=[CH:22][CH:21]=[C:20]([Cl:24])[C:19]=1[N:25]=[C:26]=[O:27].Cl, predict the reaction product. The product is: [Cl:17][C:18]1[CH:23]=[CH:22][CH:21]=[C:20]([Cl:24])[C:19]=1[NH:25][C:26](=[O:27])[NH:1][C:2]1[CH:10]=[CH:9][C:8]([I:11])=[CH:7][C:3]=1[C:4]([OH:6])=[O:5]. (3) Given the reactants [CH:1]([O:4]C1C=CC=NC=1)([CH3:3])[CH3:2].B1(B2OC(C)(C)C(C)(C)O2)OC(C)(C)C(C)(C)O1.C([O-])(=O)C.[K+].C(Cl)Cl.C(=O)([O-])[O-].[K+].[K+].Br[C:44]1[C:52]2[C:47](=[CH:48][CH:49]=[CH:50][CH:51]=2)[NH:46][N:45]=1, predict the reaction product. The product is: [CH:1]([O:4][C:44]1[C:52]2[C:47](=[CH:48][CH:49]=[CH:50][CH:51]=2)[NH:46][N:45]=1)([CH3:3])[CH3:2]. (4) Given the reactants [NH2:1][C:2]1[C:3]([Cl:13])=[CH:4][CH:5]=[C:6]2[C:11]=1[CH:10]=[C:9]([OH:12])[CH:8]=[CH:7]2.[Br:14]N1C(=O)CCC1=O.O, predict the reaction product. The product is: [NH2:1][C:2]1[C:3]([Cl:13])=[CH:4][C:5]([Br:14])=[C:6]2[C:11]=1[CH:10]=[C:9]([OH:12])[CH:8]=[CH:7]2. (5) Given the reactants COC(C1C=CC2C(=CC=CC=2)C=1O)=O.ClCC1C=CC(C(F)(F)F)=NC=1.[C:28]([C:30]([NH:33][C:34]([C:36]1[CH:45]=[CH:44][C:43]2[C:38](=[CH:39][CH:40]=[CH:41][CH:42]=2)[C:37]=1[O:46][CH2:47][C:48]1[CH:49]=[N:50][C:51]([C:54]([F:57])([F:56])[F:55])=[CH:52][CH:53]=1)=[O:35])([CH3:32])[CH3:31])#[N:29].NC(C)(C)C#N, predict the reaction product. The product is: [C:28]([C:30]([NH:33][C:34]([C:36]1[CH:45]=[CH:44][C:43]2[C:38](=[CH:39][CH:40]=[CH:41][CH:42]=2)[C:37]=1[O:46][CH2:47][C:48]1[CH:49]=[N:50][C:51]([C:54]([F:55])([F:57])[F:56])=[CH:52][CH:53]=1)=[O:35])([CH3:32])[CH3:31])#[N:29]. (6) Given the reactants [CH3:1][N:2]1[CH2:7][CH2:6][N:5]([CH2:8][CH2:9][O:10][C:11]2[CH:16]=[CH:15][N:14]3[C:17]([C:20]([O:22]CC)=[O:21])=[CH:18][N:19]=[C:13]3[CH:12]=2)[CH2:4][CH2:3]1.O.[Li+:26].[OH-], predict the reaction product. The product is: [CH3:1][N:2]1[CH2:7][CH2:6][N:5]([CH2:8][CH2:9][O:10][C:11]2[CH:16]=[CH:15][N:14]3[C:17]([C:20]([O-:22])=[O:21])=[CH:18][N:19]=[C:13]3[CH:12]=2)[CH2:4][CH2:3]1.[Li+:26]. (7) The product is: [CH2:35]([O:8][C:3]([C:9]1[N:14]=[CH:13][C:12]([N:15]2[CH2:20][CH2:19][N:18]([C:21]([O:23][C:24]([CH3:25])([CH3:26])[CH3:27])=[O:22])[CH2:17][CH2:16]2)=[C:11]([CH2:28][CH2:29][CH3:30])[CH:10]=1)([C:4]([F:7])([F:6])[F:5])[C:2]([F:1])([F:31])[F:32])[C:36]1[CH:41]=[CH:40][CH:39]=[CH:38][CH:37]=1. Given the reactants [F:1][C:2]([F:32])([F:31])[C:3]([C:9]1[N:14]=[CH:13][C:12]([N:15]2[CH2:20][CH2:19][N:18]([C:21]([O:23][C:24]([CH3:27])([CH3:26])[CH3:25])=[O:22])[CH2:17][CH2:16]2)=[C:11]([CH2:28][CH2:29][CH3:30])[CH:10]=1)([OH:8])[C:4]([F:7])([F:6])[F:5].[H-].[Na+].[CH2:35](Br)[C:36]1[CH:41]=[CH:40][CH:39]=[CH:38][CH:37]=1.O, predict the reaction product. (8) Given the reactants [H-].[Na+].Cl[CH2:4][CH2:5][NH:6][C:7]([C:9]1[N:10]=[C:11](/[CH:21]=[CH:22]/[C:23]2[CH:28]=[CH:27][C:26]([N:29]3[CH:33]=[C:32]([CH3:34])[N:31]=[CH:30]3)=[C:25]([O:35][CH3:36])[CH:24]=2)[NH:12][C:13]=1[C:14]1[CH:19]=[CH:18][C:17]([F:20])=[CH:16][CH:15]=1)=[O:8].C(OCC)(=O)C.O.C(=O)(O)[O-].[Na+], predict the reaction product. The product is: [F:20][C:17]1[CH:18]=[CH:19][C:14]([C:13]2[N:12]=[C:11](/[CH:21]=[CH:22]/[C:23]3[CH:28]=[CH:27][C:26]([N:29]4[CH:33]=[C:32]([CH3:34])[N:31]=[CH:30]4)=[C:25]([O:35][CH3:36])[CH:24]=3)[N:10]3[CH2:4][CH2:5][NH:6][C:7](=[O:8])[C:9]=23)=[CH:15][CH:16]=1.